Predict the reactants needed to synthesize the given product. From a dataset of Full USPTO retrosynthesis dataset with 1.9M reactions from patents (1976-2016). (1) Given the product [C:21]1(=[C:13]([C:14]2[CH:19]=[CH:18][C:17]([OH:20])=[CH:16][CH:15]=2)[C:10]2[CH:11]=[CH:12][C:7]([O:6][CH2:5][C:4]([OH:28])=[O:3])=[CH:8][CH:9]=2)[CH2:27][CH2:26][CH2:25][CH2:24][CH2:23][CH2:22]1, predict the reactants needed to synthesize it. The reactants are: C([O:3][C:4](=[O:28])[CH2:5][O:6][C:7]1[CH:12]=[CH:11][C:10]([C:13](=[C:21]2[CH2:27][CH2:26][CH2:25][CH2:24][CH2:23][CH2:22]2)[C:14]2[CH:19]=[CH:18][C:17]([OH:20])=[CH:16][CH:15]=2)=[CH:9][CH:8]=1)C.[OH-].[Na+].Cl. (2) Given the product [O:10]1[C:11]2[CH:22]=[CH:21][CH:20]=[CH:19][C:12]=2[C:13]([CH2:15][C:16]([N:43]2[CH2:44][C@@H:45]3[CH2:46][N:39]([C:34]4[CH:35]=[CH:36][CH:37]=[C:38]5[C:33]=4[CH:32]=[N:31][N:30]5[C:25]4[CH:26]=[CH:27][CH:28]=[CH:29][C:24]=4[F:23])[C:40](=[O:47])[C@@H:41]3[CH2:42]2)=[O:18])=[CH:14]1, predict the reactants needed to synthesize it. The reactants are: C(N(C(C)C)C(C)C)C.[O:10]1[CH:14]=[C:13]([CH2:15][C:16]([OH:18])=O)[C:12]2[CH:19]=[CH:20][CH:21]=[CH:22][C:11]1=2.[F:23][C:24]1[CH:29]=[CH:28][CH:27]=[CH:26][C:25]=1[N:30]1[C:38]2[C:33](=[C:34]([N:39]3[CH2:46][C@@H:45]4[C@@H:41]([CH2:42][NH:43][CH2:44]4)[C:40]3=[O:47])[CH:35]=[CH:36][CH:37]=2)[CH:32]=[N:31]1.F[P-](F)(F)(F)(F)F.CN(C(N1C2C(=NC=CC=2)[N+]([O-])=N1)=[N+](C)C)C. (3) The reactants are: C(N([CH2:6][CH3:7])CC)C.[C:8](Cl)(=[O:17])[CH:9]=[CH:10][C:11]1[CH:16]=[CH:15][CH:14]=[CH:13][CH:12]=1.[C:19]([O:22][CH2:23][CH3:24])(=[O:21])C.[OH2:25].[CH2:26]1[CH2:30]O[CH2:28][CH2:27]1. Given the product [C:8]([O:17][C:26]1[CH:30]=[CH:24][C:23]([O:22][C:19](=[O:21])[CH:6]=[CH2:7])=[CH:28][CH:27]=1)(=[O:25])[CH:9]=[CH:10][C:11]1[CH:16]=[CH:15][CH:14]=[CH:13][CH:12]=1, predict the reactants needed to synthesize it. (4) Given the product [C:18]([O:17][C:15]([N:8]1[CH2:9][CH2:10][O:11][C@H:6]([CH2:5][C:4]2[CH:12]=[CH:13][CH:14]=[C:2]([Br:1])[CH:3]=2)[CH2:7]1)=[O:16])([CH3:21])([CH3:20])[CH3:19], predict the reactants needed to synthesize it. The reactants are: [Br:1][C:2]1[CH:3]=[C:4]([CH:12]=[CH:13][CH:14]=1)[CH2:5][C@H:6]1[O:11][CH2:10][CH2:9][NH:8][CH2:7]1.[C:15](O[C:15]([O:17][C:18]([CH3:21])([CH3:20])[CH3:19])=[O:16])([O:17][C:18]([CH3:21])([CH3:20])[CH3:19])=[O:16]. (5) Given the product [C:1]([O:5][C:6](=[O:7])[NH:8][CH:9]1[CH2:10][CH2:11][N:12]([C:18](=[O:19])[CH2:17][N:16]([CH3:21])[CH3:15])[CH2:13][CH2:14]1)([CH3:4])([CH3:2])[CH3:3], predict the reactants needed to synthesize it. The reactants are: [C:1]([O:5][C:6]([NH:8][CH:9]1[CH2:14][CH2:13][NH:12][CH2:11][CH2:10]1)=[O:7])([CH3:4])([CH3:3])[CH3:2].[CH3:15][N:16]([CH3:21])[CH2:17][C:18](O)=[O:19].ON1C2C=CC=CC=2N=N1.Cl.C(N=C=NCCCN(C)C)C.[OH-].[Na+]. (6) Given the product [CH2:24]([N:19]1[CH2:20][CH2:21][C:22]2[S:23][C:15]([C:13]3[CH:14]=[C:9]([C:4]4[CH:3]=[C:2]([C:31]5[CH:30]=[N:29][N:28]([CH3:27])[CH:32]=5)[N:7]=[CH:6][C:5]=4[NH2:8])[C:10]([F:26])=[N:11][CH:12]=3)=[CH:16][C:17]=2[CH2:18]1)[CH3:25], predict the reactants needed to synthesize it. The reactants are: Cl[C:2]1[N:7]=[CH:6][C:5]([NH2:8])=[C:4]([C:9]2[C:10]([F:26])=[N:11][CH:12]=[C:13]([C:15]3[S:23][C:22]4[CH2:21][CH2:20][N:19]([CH2:24][CH3:25])[CH2:18][C:17]=4[CH:16]=3)[CH:14]=2)[CH:3]=1.[CH3:27][N:28]1[CH:32]=[C:31](B2OC(C)(C)C(C)(C)O2)[CH:30]=[N:29]1. (7) Given the product [Br:1][C:2]1[CH:7]=[CH:6][CH:5]=[CH:4][C:3]=1[C:8](=[O:20])[CH2:9][C:10]1[CH:11]=[CH:12][C:13](=[O:19])[N:14]([CH:16]([CH3:17])[CH3:18])[N:15]=1, predict the reactants needed to synthesize it. The reactants are: [Br:1][C:2]1[CH:7]=[CH:6][CH:5]=[CH:4][C:3]=1[C:8]#[C:9][C:10]1[CH:11]=[CH:12][C:13](=[O:19])[N:14]([CH:16]([CH3:18])[CH3:17])[N:15]=1.[OH:20]S(O)(=O)=O.C([O-])([O-])=O.[Na+].[Na+]. (8) Given the product [Cl:16][C:5]1[O:6][C:2]([CH3:1])=[C:3]([C:8]2[CH:13]=[CH:12][CH:11]=[CH:10][CH:9]=2)[N:4]=1, predict the reactants needed to synthesize it. The reactants are: [CH3:1][C:2]1[O:6][C:5](=O)[NH:4][C:3]=1[C:8]1[CH:13]=[CH:12][CH:11]=[CH:10][CH:9]=1.P(Cl)(Cl)([Cl:16])=O.N1C=CC=CC=1.O. (9) Given the product [Br:1][C:2]1[CH:7]=[CH:6][CH:5]=[CH:4][C:3]=1[O:8][CH2:9][CH2:10][N:16]1[CH2:17][CH2:18][CH:13]([OH:12])[CH2:14][CH2:15]1, predict the reactants needed to synthesize it. The reactants are: [Br:1][C:2]1[CH:7]=[CH:6][CH:5]=[CH:4][C:3]=1[O:8][CH2:9][CH2:10]Cl.[OH:12][CH:13]1[CH2:18][CH2:17][NH:16][CH2:15][CH2:14]1.